This data is from Peptide-MHC class II binding affinity with 134,281 pairs from IEDB. The task is: Regression. Given a peptide amino acid sequence and an MHC pseudo amino acid sequence, predict their binding affinity value. This is MHC class II binding data. (1) The peptide sequence is WELGLSPQQICTNFK. The MHC is DRB1_1501 with pseudo-sequence DRB1_1501. The binding affinity (normalized) is 0.174. (2) The peptide sequence is IGEGKVTLRIRNVRF. The MHC is DRB3_0202 with pseudo-sequence DRB3_0202. The binding affinity (normalized) is 0.260. (3) The peptide sequence is ADLDSGAVIAARDPH. The MHC is HLA-DQA10501-DQB10201 with pseudo-sequence HLA-DQA10501-DQB10201. The binding affinity (normalized) is 0.367. (4) The peptide sequence is NPMTVFWSKMAQSMT. The MHC is DRB1_0301 with pseudo-sequence DRB1_0301. The binding affinity (normalized) is 0.0941. (5) The MHC is DRB1_1501 with pseudo-sequence DRB1_1501. The peptide sequence is KVKSLKLLNTRRRQL. The binding affinity (normalized) is 0.424.